The task is: Regression. Given two drug SMILES strings and cell line genomic features, predict the synergy score measuring deviation from expected non-interaction effect.. This data is from NCI-60 drug combinations with 297,098 pairs across 59 cell lines. (1) Drug 1: CNC(=O)C1=CC=CC=C1SC2=CC3=C(C=C2)C(=NN3)C=CC4=CC=CC=N4. Drug 2: C(CN)CNCCSP(=O)(O)O. Cell line: MOLT-4. Synergy scores: CSS=14.0, Synergy_ZIP=3.33, Synergy_Bliss=6.48, Synergy_Loewe=-15.7, Synergy_HSA=7.06. (2) Drug 1: CCC1=CC2CC(C3=C(CN(C2)C1)C4=CC=CC=C4N3)(C5=C(C=C6C(=C5)C78CCN9C7C(C=CC9)(C(C(C8N6C)(C(=O)OC)O)OC(=O)C)CC)OC)C(=O)OC.C(C(C(=O)O)O)(C(=O)O)O. Drug 2: C1=CC(=C2C(=C1NCCNCCO)C(=O)C3=C(C=CC(=C3C2=O)O)O)NCCNCCO. Cell line: HT29. Synergy scores: CSS=76.4, Synergy_ZIP=3.65, Synergy_Bliss=-1.06, Synergy_Loewe=0.947, Synergy_HSA=1.87. (3) Drug 1: C1CCC(CC1)NC(=O)N(CCCl)N=O. Drug 2: CC1=C(N=C(N=C1N)C(CC(=O)N)NCC(C(=O)N)N)C(=O)NC(C(C2=CN=CN2)OC3C(C(C(C(O3)CO)O)O)OC4C(C(C(C(O4)CO)O)OC(=O)N)O)C(=O)NC(C)C(C(C)C(=O)NC(C(C)O)C(=O)NCCC5=NC(=CS5)C6=NC(=CS6)C(=O)NCCC[S+](C)C)O. Cell line: UACC-257. Synergy scores: CSS=-2.86, Synergy_ZIP=1.77, Synergy_Bliss=6.08, Synergy_Loewe=-2.51, Synergy_HSA=-0.594. (4) Drug 1: CC1=C(C(=CC=C1)Cl)NC(=O)C2=CN=C(S2)NC3=CC(=NC(=N3)C)N4CCN(CC4)CCO. Drug 2: C1=NC2=C(N1)C(=S)N=CN2. Cell line: SK-OV-3. Synergy scores: CSS=11.4, Synergy_ZIP=-2.67, Synergy_Bliss=14.0, Synergy_Loewe=-4.15, Synergy_HSA=-0.00111.